From a dataset of Full USPTO retrosynthesis dataset with 1.9M reactions from patents (1976-2016). Predict the reactants needed to synthesize the given product. (1) Given the product [CH3:1][CH:2]1[CH2:7][C:6](=[O:8])[CH:5]=[C:4]([C:19]2[CH:24]=[CH:23][N:22]=[CH:21][C:20]=2[N+:25]([O-:27])=[O:26])[CH2:3]1, predict the reactants needed to synthesize it. The reactants are: [CH3:1][CH:2]1[CH2:7][C:6](=[O:8])[CH:5]=[C:4](B2OC(C)(C)C(C)(C)O2)[CH2:3]1.Cl[C:19]1[CH:24]=[CH:23][N:22]=[CH:21][C:20]=1[N+:25]([O-:27])=[O:26].O. (2) Given the product [O:25]=[C:18]1[C:19]2[CH:24]=[CH:23][CH:22]=[CH:21][C:20]=2[S:16][N:17]1[CH2:2][C:3]([N:5]1[CH2:10][CH2:9][N:8]([C:11]([O:13][CH2:14][CH3:15])=[O:12])[CH2:7][CH2:6]1)=[O:4], predict the reactants needed to synthesize it. The reactants are: I[CH2:2][C:3]([N:5]1[CH2:10][CH2:9][N:8]([C:11]([O:13][CH2:14][CH3:15])=[O:12])[CH2:7][CH2:6]1)=[O:4].[S:16]1[C:20]2[CH:21]=[CH:22][CH:23]=[CH:24][C:19]=2[C:18](=[O:25])[NH:17]1.CCN(CC)CC.C([O-])([O-])=O.[Cs+].[Cs+].